This data is from Full USPTO retrosynthesis dataset with 1.9M reactions from patents (1976-2016). The task is: Predict the reactants needed to synthesize the given product. (1) Given the product [F:68][CH:69]1[CH2:74][CH2:73][N:72]([CH2:75][CH2:76][NH:77][C:30]([C:26]2[C:25]([CH3:33])=[C:24](/[CH:23]=[C:16]3\[C:17](=[O:22])[NH:18][C:19]4[C:15]\3=[CH:14][C:13]([S:10]([CH2:9][C:3]3[C:2]([Cl:1])=[CH:7][CH:6]=[CH:5][C:4]=3[Cl:8])(=[O:11])=[O:12])=[CH:21][CH:20]=4)[NH:28][C:27]=2[CH3:29])=[O:31])[CH2:71][CH2:70]1, predict the reactants needed to synthesize it. The reactants are: [Cl:1][C:2]1[CH:7]=[CH:6][CH:5]=[C:4]([Cl:8])[C:3]=1[CH2:9][S:10]([C:13]1[CH:14]=[C:15]2[C:19](=[CH:20][CH:21]=1)[NH:18][C:17](=[O:22])/[C:16]/2=[CH:23]\[C:24]1[NH:28][C:27]([CH3:29])=[C:26]([C:30](O)=[O:31])[C:25]=1[CH3:33])(=[O:12])=[O:11].C(N(CC)CC)C.CN([P+](ON1N=NC2C=CC=CC1=2)(N(C)C)N(C)C)C.F[P-](F)(F)(F)(F)F.[F:68][CH:69]1[CH2:74][CH2:73][N:72]([CH2:75][CH2:76][NH2:77])[CH2:71][CH2:70]1. (2) Given the product [CH3:1][C:2]1([CH3:34])[CH2:10][C:9]2[N:8]([C:11]3[CH:18]=[CH:17][C:14]([C:15]([NH2:16])=[O:37])=[C:13]([NH:19][C:20]4[CH:25]=[C:24]([O:26][CH3:27])[C:23]([O:28][CH3:29])=[C:22]([O:30][CH3:31])[CH:21]=4)[CH:12]=3)[N:7]=[C:6]([CH3:32])[C:5]=2[C:4](=[O:33])[CH2:3]1, predict the reactants needed to synthesize it. The reactants are: [CH3:1][C:2]1([CH3:34])[CH2:10][C:9]2[N:8]([C:11]3[CH:18]=[CH:17][C:14]([C:15]#[N:16])=[C:13]([NH:19][C:20]4[CH:25]=[C:24]([O:26][CH3:27])[C:23]([O:28][CH3:29])=[C:22]([O:30][CH3:31])[CH:21]=4)[CH:12]=3)[N:7]=[C:6]([CH3:32])[C:5]=2[C:4](=[O:33])[CH2:3]1.C([OH:37])C.CS(C)=O.[OH-].[Na+].OO.